Predict which catalyst facilitates the given reaction. From a dataset of Catalyst prediction with 721,799 reactions and 888 catalyst types from USPTO. (1) The catalyst class is: 47. Reactant: [O:1]1[CH2:5][CH2:4][CH:3]([CH2:6][NH2:7])[CH2:2]1.[OH-].[Na+].[CH3:10][NH:11][C:12](=[N:15][N+:16]([O-:18])=[O:17])OC.Cl. Product: [CH3:10][NH:11][C:12]([NH:7][CH2:6][CH:3]1[CH2:4][CH2:5][O:1][CH2:2]1)=[N:15][N+:16]([O-:18])=[O:17]. (2) Reactant: Cl.Cl.[NH:3]1[C:11]2[C:6](=[CH:7][C:8]([C:12]3[C:20]4[C:15](=[N:16][CH:17]=[N:18][C:19]=4[NH2:21])[N:14]([CH3:22])[N:13]=3)=[CH:9][CH:10]=2)[CH2:5][CH2:4]1.[F:23][C:24]1[CH:29]=[CH:28][C:27]([CH3:30])=[CH:26][C:25]=1[CH2:31][C:32](O)=[O:33].CN(C(ON1N=NC2C=CC=NC1=2)=[N+](C)C)C.F[P-](F)(F)(F)(F)F.CCN(C(C)C)C(C)C. Product: [F:23][C:24]1[CH:29]=[CH:28][C:27]([CH3:30])=[CH:26][C:25]=1[CH2:31][C:32]([N:3]1[C:11]2[C:6](=[CH:7][C:8]([C:12]3[C:20]4[C:15](=[N:16][CH:17]=[N:18][C:19]=4[NH2:21])[N:14]([CH3:22])[N:13]=3)=[CH:9][CH:10]=2)[CH2:5][CH2:4]1)=[O:33]. The catalyst class is: 18.